From a dataset of Full USPTO retrosynthesis dataset with 1.9M reactions from patents (1976-2016). Predict the reactants needed to synthesize the given product. Given the product [C:1]([C:3]1[CH:8]=[CH:7][C:6]([C@@H:9]2[C:14]([C:15]([O:17][CH2:46][CH:47]([OH:48])[CH2:49][OH:50])=[O:16])=[C:13]([CH3:21])[N:12]([C:22]3[CH:27]=[CH:26][CH:25]=[C:24]([C:28]([F:31])([F:30])[F:29])[CH:23]=3)[C:11](=[O:32])[NH:10]2)=[CH:5][CH:4]=1)#[N:2], predict the reactants needed to synthesize it. The reactants are: [C:1]([C:3]1[CH:8]=[CH:7][C:6]([C@@H:9]2[C:14]([C:15]([O:17]CC=C)=[O:16])=[C:13]([CH3:21])[N:12]([C:22]3[CH:27]=[CH:26][CH:25]=[C:24]([C:28]([F:31])([F:30])[F:29])[CH:23]=3)[C:11](=[O:32])[NH:10]2)=[CH:5][CH:4]=1)#[N:2].[Mn]([O-])(=O)(=O)=O.[K+].S([O-])([O-])(=O)=S.[Na+].[Na+].[CH3:46][C:47]([CH3:49])=[O:48].[OH2:50].